From a dataset of Forward reaction prediction with 1.9M reactions from USPTO patents (1976-2016). Predict the product of the given reaction. (1) Given the reactants [OH-].[Na+].[CH2:3]([N:5]([CH2:8][CH3:9])[CH2:6][CH3:7])[CH3:4].[CH3:10][S:11](Cl)(=O)=O.[CH2:15]([NH2:22])[C:16]1[CH:21]=[CH:20][CH:19]=[CH:18][CH:17]=1.[C:23]1([CH3:29])[CH:28]=[CH:27][CH:26]=[CH:25][CH:24]=1, predict the reaction product. The product is: [CH2:15]([N:22]1[CH2:7][CH2:6][N:5]([C:8]2[CH:18]=[CH:17][CH:16]=[CH:15][C:9]=2[S:11][C:10]2[CH:25]=[CH:24][C:23]([CH3:29])=[CH:28][C:27]=2[CH3:26])[CH2:3][CH2:4]1)[C:16]1[CH:21]=[CH:20][CH:19]=[CH:18][CH:17]=1. (2) Given the reactants [NH:1]1[CH:5]=[CH:4][C:3](B(O)O)=[N:2]1.Br[C:10]1[CH:15]=[CH:14][C:13]([NH:16][C:17]([N:19]2[CH2:27][C:26]3[C:21](=[CH:22][CH:23]=[CH:24][CH:25]=3)[CH2:20]2)=[O:18])=[CH:12][CH:11]=1.Br[C:29]1[CH:30]=[C:31]2[C:35](=CC=1)CN(C(NC1C=[CH:35][C:31]([C:32](=O)NCCC)=[CH:30][CH:29]=1)=O)[CH2:32]2, predict the reaction product. The product is: [CH3:32][CH:31]([CH3:35])[CH2:30][CH2:29][N:1]1[CH:5]=[C:4]([C:10]2[CH:15]=[CH:14][C:13]([NH:16][C:17]([N:19]3[CH2:27][C:26]4[C:21](=[CH:22][CH:23]=[CH:24][CH:25]=4)[CH2:20]3)=[O:18])=[CH:12][CH:11]=2)[CH:3]=[N:2]1. (3) Given the reactants C(OC(=O)[N:7]([CH2:23][CH2:24][C:25]([N:27]1[CH2:33][CH2:32][C:31]2[CH:34]=[C:35]([O:40][CH3:41])[C:36]([O:38][CH3:39])=[CH:37][C:30]=2[CH2:29][CH2:28]1)=[O:26])[CH2:8][CH:9]1[CH2:16][C:15]2[C:10]1=[CH:11][CH:12]=[C:13]([O:17][CH2:18][C:19]([NH:21][CH3:22])=[O:20])[CH:14]=2)(C)(C)C.[ClH:43], predict the reaction product. The product is: [ClH:43].[CH3:39][O:38][C:36]1[C:35]([O:40][CH3:41])=[CH:34][C:31]2[CH2:32][CH2:33][N:27]([C:25](=[O:26])[CH2:24][CH2:23][NH:7][CH2:8][CH:9]3[CH2:16][C:15]4[C:10]3=[CH:11][CH:12]=[C:13]([O:17][CH2:18][C:19]([NH:21][CH3:22])=[O:20])[CH:14]=4)[CH2:28][CH2:29][C:30]=2[CH:37]=1. (4) Given the reactants O=O.[CH3:3][O:4]/[C:5](=[CH:9]\[C:10]1[C:15]2[S:16][CH:17]=[CH:18][C:14]=2[C:13]([O:19][CH2:20][CH2:21][C:22]2[N:23]=[C:24]([C:28]3[CH:33]=[CH:32][CH:31]=[CH:30][CH:29]=3)[O:25][C:26]=2[CH3:27])=[CH:12][CH:11]=1)/[C:6]([OH:8])=[O:7].C1([C@@H](N)C)C=CC=CC=1.[H][H], predict the reaction product. The product is: [CH3:3][O:4][C@@H:5]([CH2:9][C:10]1[C:15]2[S:16][CH:17]=[CH:18][C:14]=2[C:13]([O:19][CH2:20][CH2:21][C:22]2[N:23]=[C:24]([C:28]3[CH:33]=[CH:32][CH:31]=[CH:30][CH:29]=3)[O:25][C:26]=2[CH3:27])=[CH:12][CH:11]=1)[C:6]([OH:8])=[O:7]. (5) Given the reactants [O:1]1[CH2:5][CH2:4][CH:3]([C:6]2[C:16]3[O:15][CH2:14][CH2:13][N:12](C(OC(C)(C)C)=O)[CH2:11][C:10]=3[CH:9]=[CH:8][CH:7]=2)[CH2:2]1.C(OCC)(=O)C.[ClH:30], predict the reaction product. The product is: [ClH:30].[O:1]1[CH2:5][CH2:4][CH:3]([C:6]2[C:16]3[O:15][CH2:14][CH2:13][NH:12][CH2:11][C:10]=3[CH:9]=[CH:8][CH:7]=2)[CH2:2]1.